This data is from Reaction yield outcomes from USPTO patents with 853,638 reactions. The task is: Predict the reaction yield, written as a fraction of the theoretical maximum amount of product (1.0 means a 100% yield; for example, 0.34 means a 34% yield). The yield is 0.760. The reactants are Cl.Cl.[NH2:3][C@@H:4]([C:8]1[CH:13]=[CH:12][C:11]([O:14][CH2:15][C:16]([F:19])([F:18])[F:17])=[CH:10][N:9]=1)[CH2:5][CH2:6][OH:7].[CH:20]1([C:23]2[CH:28]=[CH:27][C:26]([CH2:29][C:30](O)=[O:31])=[CH:25][CH:24]=2)[CH2:22][CH2:21]1.C(Cl)CCl.ON1C2N=CC=CC=2N=N1.C(N(C(C)C)CC)(C)C. The product is [CH:20]1([C:23]2[CH:24]=[CH:25][C:26]([CH2:29][C:30]([NH:3][C@@H:4]([C:8]3[CH:13]=[CH:12][C:11]([O:14][CH2:15][C:16]([F:19])([F:17])[F:18])=[CH:10][N:9]=3)[CH2:5][CH2:6][OH:7])=[O:31])=[CH:27][CH:28]=2)[CH2:22][CH2:21]1. The catalyst is C(Cl)Cl.